This data is from Catalyst prediction with 721,799 reactions and 888 catalyst types from USPTO. The task is: Predict which catalyst facilitates the given reaction. (1) Reactant: [OH:1][C:2]1[CH:7]=[CH:6][C:5]([S:8][C:9]2[CH:14]=[CH:13][C:12]([NH:15][C:16]([C:18]3[O:19][CH:20]=[CH:21][CH:22]=3)=[O:17])=[CH:11][C:10]=2[N+:23]([O-])=O)=[CH:4][CH:3]=1.[NH4+].[Cl-]. Product: [NH2:23][C:10]1[CH:11]=[C:12]([NH:15][C:16]([C:18]2[O:19][CH:20]=[CH:21][CH:22]=2)=[O:17])[CH:13]=[CH:14][C:9]=1[S:8][C:5]1[CH:4]=[CH:3][C:2]([OH:1])=[CH:7][CH:6]=1. The catalyst class is: 292. (2) Reactant: ClC(Cl)(Cl)C(O)=O.C[O:9][CH:10]=[CH:11][C:12]1[CH:17]=[CH:16][CH:15]=[C:14]([O:18][CH3:19])[C:13]=1[O:20][CH3:21]. Product: [CH3:21][O:20][C:13]1[C:14]([O:18][CH3:19])=[CH:15][CH:16]=[CH:17][C:12]=1[CH2:11][CH:10]=[O:9]. The catalyst class is: 46. (3) Reactant: [OH-:1].[K+].[NH2:3]O.Cl.[CH3:6][N:7]1[C:11]2[CH:12]=[CH:13][CH:14]=[CH:15][C:10]=2[N:9]=[C:8]1[N:16]([C:28]1[CH:33]=[CH:32][CH:31]=[CH:30][N:29]=1)[CH2:17][CH2:18][CH2:19][CH2:20][CH2:21][CH2:22][C:23]([O:25]CC)=O. Product: [NH2:3][OH:1].[OH:1][NH:3][C:23](=[O:25])[CH2:22][CH2:21][CH2:20][CH2:19][CH2:18][CH2:17][N:16]([C:8]1[N:7]([CH3:6])[C:11]2[CH:12]=[CH:13][CH:14]=[CH:15][C:10]=2[N:9]=1)[C:28]1[CH:33]=[CH:32][CH:31]=[CH:30][N:29]=1. The catalyst class is: 5. (4) The catalyst class is: 112. Product: [Cl:18][C:14]1[CH:13]=[C:12]([N:11]2[C:10](=[O:19])[O:9][N:8]=[C:7]2[C:3]2[C:2]([NH:1][C:47]([CH:28]([NH:27][C:25](=[O:26])[O:24][C:20]([CH3:21])([CH3:22])[CH3:23])[C:29]3[CH:30]=[CH:31][CH:32]=[CH:36][CH:37]=3)=[O:49])=[N:6][O:5][N:4]=2)[CH:17]=[CH:16][CH:15]=1. Reactant: [NH2:1][C:2]1[C:3]([C:7]2[N:11]([C:12]3[CH:17]=[CH:16][CH:15]=[C:14]([Cl:18])[CH:13]=3)[C:10](=[O:19])[O:9][N:8]=2)=[N:4][O:5][N:6]=1.[C:20]([O:24][C:25]([NH:27][CH2:28][C:29]1[CH:37]=[CH:36][C:32](C(O)=O)=[CH:31][CH:30]=1)=[O:26])([CH3:23])([CH3:22])[CH3:21].C(N(CC)C(C)C)(C)C.[C:47](OCC)(=[O:49])C. (5) Reactant: [Si]([O:8][CH2:9][C:10]([CH3:55])([CH3:54])[CH2:11][N:12]1[C:18]2[CH:19]=[CH:20][C:21]([Cl:23])=[CH:22][C:17]=2[C@@H:16]([C:24]2[CH:29]=[CH:28][CH:27]=[C:26]([O:30][CH3:31])[C:25]=2[O:32][CH3:33])[O:15][C@H:14]([CH2:34][C:35]2[S:36][C:37](/[C:40](=[CH:46]\[C:47]3[CH:52]=[CH:51][CH:50]=[CH:49][CH:48]=3)/[C:41]([O:43]CC)=[O:42])=[CH:38][N:39]=2)[C:13]1=[O:53])(C(C)(C)C)(C)C.O. Product: [Cl:23][C:21]1[CH:20]=[CH:19][C:18]2[N:12]([CH2:11][C:10]([CH3:54])([CH3:55])[CH2:9][OH:8])[C:13](=[O:53])[C@@H:14]([CH2:34][C:35]3[S:36][C:37](/[C:40](=[CH:46]\[C:47]4[CH:48]=[CH:49][CH:50]=[CH:51][CH:52]=4)/[C:41]([OH:43])=[O:42])=[CH:38][N:39]=3)[O:15][C@H:16]([C:24]3[CH:29]=[CH:28][CH:27]=[C:26]([O:30][CH3:31])[C:25]=3[O:32][CH3:33])[C:17]=2[CH:22]=1. The catalyst class is: 10.